Dataset: Catalyst prediction with 721,799 reactions and 888 catalyst types from USPTO. Task: Predict which catalyst facilitates the given reaction. (1) Reactant: [C:1](Cl)(=O)[C:2]([Cl:4])=[O:3].[C:7]1([C@@H:13]2C[C@H:14]2C(O)=O)[CH:12]=[CH:11][CH:10]=[CH:9][CH:8]=1. Product: [C:7]1([C@@H:13]2[CH2:14][C@H:1]2[C:2]([Cl:4])=[O:3])[CH:12]=[CH:11][CH:10]=[CH:9][CH:8]=1. The catalyst class is: 2. (2) Reactant: [NH:1]1[CH2:5][CH2:4][C@@H:3]([NH:6][C:7](=[O:13])[O:8][C:9]([CH3:12])([CH3:11])[CH3:10])[CH2:2]1.C(N(CC)CC)C.Cl[C:22]1[C:31]2[C:26](=[CH:27][CH:28]=[C:29]([F:32])[CH:30]=2)[N:25]=[C:24]([C:33]2[CH:38]=[CH:37][CH:36]=[CH:35][C:34]=2[OH:39])[N:23]=1. Product: [F:32][C:29]1[CH:30]=[C:31]2[C:26](=[CH:27][CH:28]=1)[N:25]=[C:24]([C:33]1[CH:38]=[CH:37][CH:36]=[CH:35][C:34]=1[OH:39])[N:23]=[C:22]2[N:1]1[CH2:5][CH2:4][C@@H:3]([NH:6][C:7](=[O:13])[O:8][C:9]([CH3:10])([CH3:12])[CH3:11])[CH2:2]1. The catalyst class is: 2. (3) Reactant: [NH2:1][C:2]1[N:9]=[CH:8][CH:7]=[CH:6][C:3]=1[CH:4]=O.[NH2:10][C:11](N)=[O:12]. Product: [N:1]1[C:2]2[N:9]=[CH:8][CH:7]=[CH:6][C:3]=2[CH:4]=[N:10][C:11]=1[OH:12]. The catalyst class is: 6. (4) Reactant: [CH3:1][O:2][C:3]1[CH:4]=[C:5]([CH:8]=[C:9]([O:13][CH3:14])[C:10]=1[O:11][CH3:12])[CH:6]=[O:7].[C-:15]#[C-:16].[Na+].[Na+]. Product: [CH3:14][O:13][C:9]1[CH:8]=[C:5]([CH:6]([OH:7])[C:15]#[CH:16])[CH:4]=[C:3]([O:2][CH3:1])[C:10]=1[O:11][CH3:12]. The catalyst class is: 1. (5) Reactant: [CH:1]1([N:4]2[CH2:9][C:8]3([CH2:14][CH2:13][N:12]([CH:15]([C:19]4[CH:24]=[CH:23][C:22]([C:25]5[CH:34]=[C:33]6[C:28]([CH:29]=[CH:30][CH:31]=[N:32]6)=[CH:27][CH:26]=5)=[CH:21][C:20]=4[F:35])[C:16](O)=[O:17])[CH2:11][CH2:10]3)[O:7][CH2:6][C:5]2=[O:36])[CH2:3][CH2:2]1.Cl.[CH3:38][N:39](C)[CH2:40]CCN=C=NCC.Cl.CNC. Product: [CH:1]1([N:4]2[CH2:9][C:8]3([CH2:10][CH2:11][N:12]([CH:15]([C:19]4[CH:24]=[CH:23][C:22]([C:25]5[CH:34]=[C:33]6[C:28]([CH:29]=[CH:30][CH:31]=[N:32]6)=[CH:27][CH:26]=5)=[CH:21][C:20]=4[F:35])[C:16]([N:39]([CH3:40])[CH3:38])=[O:17])[CH2:13][CH2:14]3)[O:7][CH2:6][C:5]2=[O:36])[CH2:3][CH2:2]1. The catalyst class is: 112.